From a dataset of Catalyst prediction with 721,799 reactions and 888 catalyst types from USPTO. Predict which catalyst facilitates the given reaction. Reactant: [F:1][C:2]1[CH:7]=[C:6]([C:8]([O:10]C)=[O:9])[C:5]([F:12])=[CH:4][C:3]=1[NH:13][S:14]([C:17]1[CH:22]=[CH:21][C:20]([C:23]2[CH:24]=[N:25][C:26]([CH:29]3[CH2:34][CH2:33][N:32]([C:35]([O:37][C:38]([CH3:41])([CH3:40])[CH3:39])=[O:36])[CH2:31][CH2:30]3)=[N:27][CH:28]=2)=[CH:19][CH:18]=1)(=[O:16])=[O:15].[OH-].[Li+].Cl. Product: [C:38]([O:37][C:35]([N:32]1[CH2:33][CH2:34][CH:29]([C:26]2[N:27]=[CH:28][C:23]([C:20]3[CH:21]=[CH:22][C:17]([S:14]([NH:13][C:3]4[C:2]([F:1])=[CH:7][C:6]([C:8]([OH:10])=[O:9])=[C:5]([F:12])[CH:4]=4)(=[O:15])=[O:16])=[CH:18][CH:19]=3)=[CH:24][N:25]=2)[CH2:30][CH2:31]1)=[O:36])([CH3:41])([CH3:39])[CH3:40]. The catalyst class is: 5.